This data is from Retrosynthesis with 50K atom-mapped reactions and 10 reaction types from USPTO. The task is: Predict the reactants needed to synthesize the given product. Given the product COc1cc(NCc2cc3ccccc3s2)ccc1-c1cnco1, predict the reactants needed to synthesize it. The reactants are: COc1cc(N)ccc1-c1cnco1.O=Cc1cc2ccccc2s1.